From a dataset of Peptide-MHC class II binding affinity with 134,281 pairs from IEDB. Regression. Given a peptide amino acid sequence and an MHC pseudo amino acid sequence, predict their binding affinity value. This is MHC class II binding data. The peptide sequence is AYVYFASDASTYTTG. The MHC is HLA-DPA10201-DPB11401 with pseudo-sequence HLA-DPA10201-DPB11401. The binding affinity (normalized) is 0.220.